This data is from Full USPTO retrosynthesis dataset with 1.9M reactions from patents (1976-2016). The task is: Predict the reactants needed to synthesize the given product. (1) Given the product [CH2:1]([O:3][C:4](=[O:14])[CH2:5][C:6]1[CH:11]=[CH:10][C:9]([F:12])=[C:8]([B:15]2[O:19][C:18]([CH3:21])([CH3:20])[C:17]([CH3:23])([CH3:22])[O:16]2)[CH:7]=1)[CH3:2], predict the reactants needed to synthesize it. The reactants are: [CH2:1]([O:3][C:4](=[O:14])[CH2:5][C:6]1[CH:11]=[CH:10][C:9]([F:12])=[C:8](Br)[CH:7]=1)[CH3:2].[B:15]1([B:15]2[O:19][C:18]([CH3:21])([CH3:20])[C:17]([CH3:23])([CH3:22])[O:16]2)[O:19][C:18]([CH3:21])([CH3:20])[C:17]([CH3:23])([CH3:22])[O:16]1. (2) Given the product [Br:1][C:11]1[CH:12]=[CH:13][N:9]([C:18]([O:20][C:21]([CH3:24])([CH3:23])[CH3:22])=[O:19])[C:10]=1[C:14]([O:16][CH3:17])=[O:15], predict the reactants needed to synthesize it. The reactants are: [Br:1]N1C(=O)CCC1=O.[N:9]1([C:18]([O:20][C:21]([CH3:24])([CH3:23])[CH3:22])=[O:19])[CH2:13][CH2:12][CH2:11][CH:10]1[C:14]([O:16][CH3:17])=[O:15]. (3) Given the product [CH3:1][CH:2]([CH2:23][NH2:24])[C:3]([N:5]([CH2:10][C:11]1[CH:21]=[C:20]([Cl:22])[C:14]2[O:15][CH2:16][CH2:17][CH2:18][O:19][C:13]=2[CH:12]=1)[CH2:6][CH:7]([CH3:8])[CH3:9])=[O:4], predict the reactants needed to synthesize it. The reactants are: [CH3:1][CH:2]([CH2:23][NH:24]C(OC(C)CC)=O)[C:3]([N:5]([CH2:10][C:11]1[CH:21]=[C:20]([Cl:22])[C:14]2[O:15][CH2:16][CH2:17][CH2:18][O:19][C:13]=2[CH:12]=1)[CH2:6][CH:7]([CH3:9])[CH3:8])=[O:4].FC(F)(F)C(O)=O. (4) Given the product [Cl:13][C:6]1[CH:5]=[C:4]([C:14]2[CH:15]=[CH:16][C:17]([C:20]([N:22]3[CH2:27][CH2:26][CH:25]([C:28]([F:31])([F:30])[F:29])[CH2:24][CH2:23]3)=[O:21])=[CH:18][CH:19]=2)[CH:3]=[C:2]([Cl:1])[C:7]=1[CH2:8][OH:9], predict the reactants needed to synthesize it. The reactants are: [Cl:1][C:2]1[CH:3]=[C:4]([C:14]2[CH:19]=[CH:18][C:17]([C:20]([N:22]3[CH2:27][CH2:26][CH:25]([C:28]([F:31])([F:30])[F:29])[CH2:24][CH2:23]3)=[O:21])=[CH:16][CH:15]=2)[CH:5]=[C:6]([Cl:13])[C:7]=1[CH2:8][O:9]C(=O)C.C(=O)([O-])[O-].[K+].[K+]. (5) Given the product [CH2:3]([O:10][C:11]1[CH:20]=[C:19]([O:21][CH2:22][C:23]2[CH:28]=[CH:27][CH:26]=[CH:25][CH:24]=2)[C:18]([C:29]([CH3:31])=[CH2:30])=[CH:17][C:12]=1[C:13]([OH:15])=[O:14])[C:4]1[CH:5]=[CH:6][CH:7]=[CH:8][CH:9]=1, predict the reactants needed to synthesize it. The reactants are: [OH-].[K+].[CH2:3]([O:10][C:11]1[CH:20]=[C:19]([O:21][CH2:22][C:23]2[CH:28]=[CH:27][CH:26]=[CH:25][CH:24]=2)[C:18]([C:29]([CH3:31])=[CH2:30])=[CH:17][C:12]=1[C:13]([O:15]C)=[O:14])[C:4]1[CH:9]=[CH:8][CH:7]=[CH:6][CH:5]=1. (6) Given the product [CH:1](=[N:15][C:16]1[CH:20]=[C:19]([CH3:21])[O:18][N:17]=1)[C:2]1[CH:7]=[CH:6][CH:5]=[CH:4][CH:3]=1, predict the reactants needed to synthesize it. The reactants are: [CH:1](=O)[C:2]1[CH:7]=[CH:6][CH:5]=[CH:4][CH:3]=1.S([O-])([O-])(=O)=O.[Mg+2].[NH2:15][C:16]1[CH:20]=[C:19]([CH3:21])[O:18][N:17]=1.